Dataset: Reaction yield outcomes from USPTO patents with 853,638 reactions. Task: Predict the reaction yield, written as a fraction of the theoretical maximum amount of product (1.0 means a 100% yield; for example, 0.34 means a 34% yield). (1) The reactants are [C:1]1([CH3:19])[CH:6]=[C:5]([CH3:7])[CH:4]=[C:3]([CH3:8])[C:2]=1[S:9]([O:12]/[N:13]=C(\OCC)/C)(=[O:11])=[O:10].Cl(O)(=O)(=O)=O. The catalyst is C1COCC1. The product is [C:1]1([CH3:19])[CH:6]=[C:5]([CH3:7])[CH:4]=[C:3]([CH3:8])[C:2]=1[S:9]([O:12][NH2:13])(=[O:11])=[O:10]. The yield is 0.813. (2) The product is [O:17]1[CH2:16][CH2:15][CH:14]([C:12]2[N:11]=[C:10]([CH:20]3[CH2:21][CH2:22][NH:23][CH2:24][CH2:25]3)[N:9]([CH2:8][CH2:7][N:2]3[CH2:3][CH2:4][CH2:5][CH2:6]3)[CH:13]=2)[CH2:19][CH2:18]1. The catalyst is C(O)(C)C. The yield is 1.00. The reactants are Cl.[N:2]1([CH2:7][CH2:8][N:9]2[CH:13]=[C:12]([CH:14]3[CH2:19][CH2:18][O:17][CH2:16][CH2:15]3)[N:11]=[C:10]2[CH:20]2[CH2:25][CH2:24][N:23](C(OC(C)(C)C)=O)[CH2:22][CH2:21]2)[CH2:6][CH2:5][CH2:4][CH2:3]1. (3) The reactants are C([O:8][NH:9][C:10](=[O:37])[C:11]1[C:16]([O:17]CC2C=CC=CC=2)=[C:15]([CH2:25][OH:26])[C:14]([CH2:27][NH:28][CH2:29][C:30]2[CH:35]=[CH:34][C:33]([F:36])=[CH:32][CH:31]=2)=[CH:13][N:12]=1)C1C=CC=CC=1.[CH3:38]O. The catalyst is [Pd]. The product is [F:36][C:33]1[CH:34]=[CH:35][C:30]([CH2:29][NH:28][CH2:27][C:14]2[C:15]([CH2:25][O:26][CH3:38])=[C:16]([OH:17])[C:11]([C:10]([NH:9][OH:8])=[O:37])=[N:12][CH:13]=2)=[CH:31][CH:32]=1. The yield is 0.750.